This data is from Forward reaction prediction with 1.9M reactions from USPTO patents (1976-2016). The task is: Predict the product of the given reaction. (1) Given the reactants C=[C:2]1[CH2:5][CH:4]([C:6](O)=O)[CH2:3]1.[N-]=[N+]=[N-].[Na+].[CH3:13][C:14]([O:17][C:18]([O:20]C(OC(C)(C)C)=O)=O)([CH3:16])[CH3:15].[N:28]([O-])=O.[Na+], predict the reaction product. The product is: [C:18]([NH:28][CH:2]1[CH2:3][C:4](=[CH2:6])[CH2:5]1)([O:17][C:14]([CH3:16])([CH3:15])[CH3:13])=[O:20]. (2) Given the reactants [Br:1][C:2]1[O:3][C:4]2[CH:10]=[CH:9][C:8]([CH:11]([OH:15])[C:12]([OH:14])=O)=[CH:7][C:5]=2[CH:6]=1.Cl.[Cl:17][C:18]1[CH:23]=[CH:22][C:21]([CH:24]([C:26]2[CH:31]=[CH:30][CH:29]=[CH:28][CH:27]=2)[NH2:25])=[C:20]([CH3:32])[CH:19]=1, predict the reaction product. The product is: [Br:1][C:2]1[O:3][C:4]2[CH:10]=[CH:9][C:8]([CH:11]([OH:15])[C:12]([NH:25][CH:24]([C:21]3[CH:22]=[CH:23][C:18]([Cl:17])=[CH:19][C:20]=3[CH3:32])[C:26]3[CH:27]=[CH:28][CH:29]=[CH:30][CH:31]=3)=[O:14])=[CH:7][C:5]=2[CH:6]=1. (3) Given the reactants [Cl:1][C:2]1[CH:7]=[CH:6][C:5]([C:8]([C:23]2[CH:28]=[CH:27][C:26]([Cl:29])=[CH:25][CH:24]=2)([CH3:22])[C:9]([CH:11]([C:17]([O:19]CC)=O)[C:12]([O:14][CH2:15][CH3:16])=[O:13])=[O:10])=[CH:4][CH:3]=1, predict the reaction product. The product is: [Cl:29][C:26]1[CH:25]=[C:24]2[C:23](=[CH:28][CH:27]=1)[C:8]([C:5]1[CH:4]=[CH:3][C:2]([Cl:1])=[CH:7][CH:6]=1)([CH3:22])[C:9](=[O:10])[C:11]([C:12]([O:14][CH2:15][CH3:16])=[O:13])=[C:17]2[OH:19]. (4) Given the reactants [OH-].[Na+].C[O:4][C:5](=[O:40])[CH2:6][C:7]1[CH:12]=[CH:11][C:10]([C:13]2[CH:18]=[CH:17][C:16]([C:19]([C:24]3[CH:29]=[CH:28][C:27]([O:30][CH2:31][C:32](=[O:37])[C:33]([CH3:36])([CH3:35])[CH3:34])=[C:26]([CH3:38])[CH:25]=3)([CH2:22][CH3:23])[CH2:20][CH3:21])=[CH:15][C:14]=2[CH3:39])=[CH:9][CH:8]=1.Cl, predict the reaction product. The product is: [CH3:36][C:33]([CH3:34])([CH3:35])[C:32](=[O:37])[CH2:31][O:30][C:27]1[CH:28]=[CH:29][C:24]([C:19]([C:16]2[CH:17]=[CH:18][C:13]([C:10]3[CH:9]=[CH:8][C:7]([CH2:6][C:5]([OH:40])=[O:4])=[CH:12][CH:11]=3)=[C:14]([CH3:39])[CH:15]=2)([CH2:22][CH3:23])[CH2:20][CH3:21])=[CH:25][C:26]=1[CH3:38]. (5) Given the reactants [CH3:1][O:2][C:3]1[CH:22]=[CH:21][C:6]([CH2:7][C@H:8]2[C:12]3=[N:13][C:14]4[CH:19]=[CH:18][CH:17]=[CH:16][C:15]=4[N:11]3[C:10](=[O:20])[NH:9]2)=[CH:5][CH:4]=1.[CH3:23][C:24]1([CH3:33])[CH2:29][CH:28]([NH2:30])[CH2:27][C:26]([CH3:32])([CH3:31])[NH:25]1, predict the reaction product. The product is: [NH:13]1[C:14]2[CH:19]=[CH:18][CH:17]=[CH:16][C:15]=2[N:11]=[C:12]1[C@@H:8]([NH:9][C:10]([NH:30][CH:28]1[CH2:29][C:24]([CH3:33])([CH3:23])[NH:25][C:26]([CH3:32])([CH3:31])[CH2:27]1)=[O:20])[CH2:7][C:6]1[CH:5]=[CH:4][C:3]([O:2][CH3:1])=[CH:22][CH:21]=1.